This data is from Reaction yield outcomes from USPTO patents with 853,638 reactions. The task is: Predict the reaction yield, written as a fraction of the theoretical maximum amount of product (1.0 means a 100% yield; for example, 0.34 means a 34% yield). (1) The reactants are [H-].[Li+].C([Al+]CC(C)C)C(C)C.[H-].C([O:16][C:17](=O)[C:18]1[CH:23]=[CH:22][CH:21]=[C:20]([Cl:24])[C:19]=1[O:25][CH:26]([CH3:28])[CH3:27])(C)C. The catalyst is C1COCC1. The product is [Cl:24][C:20]1[C:19]([O:25][CH:26]([CH3:28])[CH3:27])=[C:18]([CH2:17][OH:16])[CH:23]=[CH:22][CH:21]=1. The yield is 0.890. (2) The reactants are C([O:8][C:9]([C@H:11]1[CH2:15][CH2:14][CH2:13][N:12]1[C:16](=[O:43])[CH2:17][CH2:18][N:19]([CH2:24][CH2:25][C:26]([N:28]1[CH2:32][CH2:31][CH2:30][C@@H:29]1[C:33]([O:35]CC1C=CC=CC=1)=[O:34])=[O:27])[CH2:20][CH:21]1[CH2:23][CH2:22]1)=[O:10])C1C=CC=CC=1.[H][H]. The yield is 1.00. The product is [C:33]([C@H:29]1[CH2:30][CH2:31][CH2:32][N:28]1[C:26](=[O:27])[CH2:25][CH2:24][N:19]([CH2:20][CH:21]1[CH2:22][CH2:23]1)[CH2:18][CH2:17][C:16]([N:12]1[CH2:13][CH2:14][CH2:15][C@@H:11]1[C:9]([OH:10])=[O:8])=[O:43])([OH:35])=[O:34]. The catalyst is C(O)(C)C.[Pd]. (3) The reactants are [CH3:1][C:2]1[C:10](C(O)=O)=[C:5]2[CH:6]=[CH:7][CH:8]=[CH:9][N:4]2[N:3]=1.[I:14]N1C(=O)CCC1=O. The catalyst is CO.C(Cl)(Cl)Cl. The product is [I:14][C:10]1[C:2]([CH3:1])=[N:3][N:4]2[CH:9]=[CH:8][CH:7]=[CH:6][C:5]=12. The yield is 0.380. (4) The reactants are [Br:1][C:2]1[CH:3]=[C:4]2[C:8](=[CH:9][CH:10]=1)[NH:7][C:6]([C:11]1[CH:16]=[CH:15][C:14]([F:17])=[CH:13][CH:12]=1)=[C:5]2[C:18]([O:20]CC)=O.B(Br)(Br)Br.C(Cl)Cl.[CH3:30][NH2:31].C1COCC1. The catalyst is ClCCCl. The product is [Br:1][C:2]1[CH:3]=[C:4]2[C:8](=[CH:9][CH:10]=1)[NH:7][C:6]([C:11]1[CH:16]=[CH:15][C:14]([F:17])=[CH:13][CH:12]=1)=[C:5]2[C:18]([NH:31][CH3:30])=[O:20]. The yield is 0.700. (5) The reactants are Br[C:2]1[CH:9]=[CH:8][C:5]([CH:6]=[O:7])=[C:4]([N+:10]([O-:12])=[O:11])[CH:3]=1.[N:13]1([C:18]([C:20]2[CH:25]=[CH:24][C:23](B(O)O)=[CH:22][CH:21]=2)=[O:19])[CH2:17][CH2:16][CH2:15][CH2:14]1.CCO.C([O-])([O-])=O.[Na+].[Na+]. The catalyst is C1(C)C=CC=CC=1.C1C=CC([P]([Pd]([P](C2C=CC=CC=2)(C2C=CC=CC=2)C2C=CC=CC=2)([P](C2C=CC=CC=2)(C2C=CC=CC=2)C2C=CC=CC=2)[P](C2C=CC=CC=2)(C2C=CC=CC=2)C2C=CC=CC=2)(C2C=CC=CC=2)C2C=CC=CC=2)=CC=1. The product is [N+:10]([C:4]1[CH:3]=[C:2]([C:23]2[CH:22]=[CH:21][C:20]([C:18]([N:13]3[CH2:14][CH2:15][CH2:16][CH2:17]3)=[O:19])=[CH:25][CH:24]=2)[CH:9]=[CH:8][C:5]=1[CH:6]=[O:7])([O-:12])=[O:11]. The yield is 0.900. (6) The reactants are C[O:2][C:3]1[CH:4]=[C:5]2[C:9](=[CH:10][CH:11]=1)[CH2:8][NH:7][CH2:6]2.[BrH:12]. No catalyst specified. The product is [BrH:12].[OH:2][C:3]1[CH:4]=[C:5]2[C:9](=[CH:10][CH:11]=1)[CH2:8][NH:7][CH2:6]2. The yield is 0.930. (7) The catalyst is C(Cl)Cl.CN(C)C1C=CN=CC=1.C(OCC)C. The yield is 1.00. The reactants are [Br:1][CH2:2][CH:3]([OH:6])[CH2:4][Br:5].N1C=CN=C1.[C:12]([Si:16](Cl)([C:23]1[CH:28]=[CH:27][CH:26]=[CH:25][CH:24]=1)[C:17]1[CH:22]=[CH:21][CH:20]=[CH:19][CH:18]=1)([CH3:15])([CH3:14])[CH3:13]. The product is [Br:1][CH2:2][CH:3]([CH2:4][Br:5])[O:6][Si:16]([C:12]([CH3:15])([CH3:14])[CH3:13])([C:23]1[CH:24]=[CH:25][CH:26]=[CH:27][CH:28]=1)[C:17]1[CH:22]=[CH:21][CH:20]=[CH:19][CH:18]=1.